This data is from Full USPTO retrosynthesis dataset with 1.9M reactions from patents (1976-2016). The task is: Predict the reactants needed to synthesize the given product. Given the product [CH2:3]1[C:4]2[C:9](=[CH:8][CH:7]=[CH:6][CH:5]=2)[CH2:1][CH:2]1[NH:10][C:11]1[N:12]=[CH:13][C:14]([NH:17][CH:21]=[C:22]([C:23]([O:25][CH2:26][CH3:27])=[O:24])[C:28]([O:30][CH2:31][CH3:32])=[O:29])=[CH:15][CH:16]=1, predict the reactants needed to synthesize it. The reactants are: [CH2:1]1[C:9]2[C:4](=[CH:5][CH:6]=[CH:7][CH:8]=2)[CH2:3][CH:2]1[NH:10][C:11]1[CH:16]=[CH:15][C:14]([NH2:17])=[CH:13][N:12]=1.C(O[CH:21]=[C:22]([C:28]([O:30][CH2:31][CH3:32])=[O:29])[C:23]([O:25][CH2:26][CH3:27])=[O:24])C.